From a dataset of NCI-60 drug combinations with 297,098 pairs across 59 cell lines. Regression. Given two drug SMILES strings and cell line genomic features, predict the synergy score measuring deviation from expected non-interaction effect. (1) Drug 1: CN1C(=O)N2C=NC(=C2N=N1)C(=O)N. Drug 2: COC1=C2C(=CC3=C1OC=C3)C=CC(=O)O2. Cell line: OVCAR-5. Synergy scores: CSS=-0.0390, Synergy_ZIP=-0.409, Synergy_Bliss=-1.59, Synergy_Loewe=-1.79, Synergy_HSA=-1.59. (2) Drug 1: C1CN1P(=S)(N2CC2)N3CC3. Drug 2: C1=NNC2=C1C(=O)NC=N2. Cell line: NCI/ADR-RES. Synergy scores: CSS=-1.06, Synergy_ZIP=-3.09, Synergy_Bliss=-4.91, Synergy_Loewe=-5.35, Synergy_HSA=-5.45.